From a dataset of NCI-60 drug combinations with 297,098 pairs across 59 cell lines. Regression. Given two drug SMILES strings and cell line genomic features, predict the synergy score measuring deviation from expected non-interaction effect. (1) Drug 1: CN(CCCl)CCCl.Cl. Drug 2: CC1CCCC2(C(O2)CC(NC(=O)CC(C(C(=O)C(C1O)C)(C)C)O)C(=CC3=CSC(=N3)C)C)C. Cell line: KM12. Synergy scores: CSS=38.3, Synergy_ZIP=-7.15, Synergy_Bliss=-10.6, Synergy_Loewe=-10.6, Synergy_HSA=-7.84. (2) Drug 1: C1=C(C(=O)NC(=O)N1)N(CCCl)CCCl. Drug 2: COC1=NC(=NC2=C1N=CN2C3C(C(C(O3)CO)O)O)N. Cell line: NCI-H322M. Synergy scores: CSS=1.70, Synergy_ZIP=0.301, Synergy_Bliss=-0.695, Synergy_Loewe=-2.39, Synergy_HSA=-1.85. (3) Drug 1: CCC1=CC2CC(C3=C(CN(C2)C1)C4=CC=CC=C4N3)(C5=C(C=C6C(=C5)C78CCN9C7C(C=CC9)(C(C(C8N6C)(C(=O)OC)O)OC(=O)C)CC)OC)C(=O)OC.C(C(C(=O)O)O)(C(=O)O)O. Drug 2: CC1OCC2C(O1)C(C(C(O2)OC3C4COC(=O)C4C(C5=CC6=C(C=C35)OCO6)C7=CC(=C(C(=C7)OC)O)OC)O)O. Cell line: A498. Synergy scores: CSS=32.4, Synergy_ZIP=-7.57, Synergy_Bliss=-4.32, Synergy_Loewe=-0.404, Synergy_HSA=1.13. (4) Drug 1: CC1=CC2C(CCC3(C2CCC3(C(=O)C)OC(=O)C)C)C4(C1=CC(=O)CC4)C. Drug 2: C1=CC=C(C=C1)NC(=O)CCCCCCC(=O)NO. Cell line: M14. Synergy scores: CSS=-3.09, Synergy_ZIP=0.290, Synergy_Bliss=-3.45, Synergy_Loewe=-13.0, Synergy_HSA=-6.94.